Task: Predict the product of the given reaction.. Dataset: Forward reaction prediction with 1.9M reactions from USPTO patents (1976-2016) (1) Given the reactants [NH2:1][C:2]1[N:7]=[CH:6][C:5]([C@@H:8]2[CH2:12][N:11]([C:13]([O:15][C:16]([CH3:19])([CH3:18])[CH3:17])=[O:14])[C@H:10]([C:20](OC)=[O:21])[CH2:9]2)=[CH:4][CH:3]=1.[H-].[H-].[H-].[H-].[Li+].[Al+3], predict the reaction product. The product is: [NH2:1][C:2]1[N:7]=[CH:6][C:5]([C@@H:8]2[CH2:12][N:11]([C:13]([O:15][C:16]([CH3:17])([CH3:18])[CH3:19])=[O:14])[C@H:10]([CH2:20][OH:21])[CH2:9]2)=[CH:4][CH:3]=1. (2) Given the reactants [Cl:1][C:2]1[CH:3]=[C:4]2[C:9](=[CH:10][C:11]=1[O:12][C:13]1[CH:18]=[CH:17][C:16]([C:19](=[O:31])[NH:20][CH2:21][CH2:22][C:23]3[C:28]([Cl:29])=[CH:27][C:26]([Cl:30])=[CH:25][N:24]=3)=[CH:15][CH:14]=1)[O:8][CH2:7][CH2:6][CH:5]2[C:32]([O:34]CC)=[O:33].[OH-].[Na+].[CH2:39](O)[CH3:40], predict the reaction product. The product is: [CH2:39]([CH:7]1[CH2:6][CH:5]([C:32]([OH:34])=[O:33])[C:4]2[C:9](=[CH:10][C:11]([O:12][C:13]3[CH:18]=[CH:17][C:16]([C:19](=[O:31])[NH:20][CH2:21][CH2:22][C:23]4[C:28]([Cl:29])=[CH:27][C:26]([Cl:30])=[CH:25][N:24]=4)=[CH:15][CH:14]=3)=[C:2]([Cl:1])[CH:3]=2)[O:8]1)[CH3:40]. (3) Given the reactants [CH:1]1[C:14]2[C:5](=[CH:6][C:7]3[C:12]([C:13]=2B(O)O)=[CH:11][CH:10]=[CH:9][CH:8]=3)[CH:4]=[CH:3][CH:2]=1.Br[C:19]1[CH:20]=[C:21]2[C:30](=[CH:31][CH:32]=1)[C:29]([C:33]([OH:35])=[O:34])=[CH:28][C:27]1[CH:26]=[CH:25][CH:24]=[CH:23][C:22]2=1.C([O-])([O-])=O.[Na+].[Na+].N#N, predict the reaction product. The product is: [CH:1]1[C:14]2[C:5](=[CH:6][C:7]3[C:12]([C:13]=2[C:19]2[CH:20]=[C:21]4[C:30](=[CH:31][CH:32]=2)[C:29]([C:33]([OH:35])=[O:34])=[CH:28][C:27]2[CH:26]=[CH:25][CH:24]=[CH:23][C:22]4=2)=[CH:11][CH:10]=[CH:9][CH:8]=3)[CH:4]=[CH:3][CH:2]=1. (4) Given the reactants [C:1]([OH:13])(=O)/[CH:2]=[CH:3]/[CH:4]=[CH:5]/[CH2:6][CH2:7][C:8]#[C:9][C:10]#[CH:11].C(N(CC)CC)C.Cl.C(N=C=NCCCN(C)C)C.O.N1(O)C2C=CC=CC=2N=N1.[CH3:44][CH:45]([CH3:48])[CH2:46][NH2:47], predict the reaction product. The product is: [CH2:46]([NH:47][C:1](=[O:13])/[CH:2]=[CH:3]/[CH:4]=[CH:5]/[CH2:6][CH2:7][C:8]#[C:9][C:10]#[CH:11])[CH:45]([CH3:48])[CH3:44]. (5) Given the reactants [CH3:1][C:2]1([C:11]([OH:13])=[O:12])[CH2:7][CH2:6][CH:5]([C:8]([OH:10])=O)[CH2:4][CH2:3]1.C(Cl)(Cl)=O.[NH:18]1[CH2:23][CH2:22][CH:21]([C:24]2[CH:29]=[CH:28][C:27]([NH:30][C:31]([C:33]3[N:34]=[C:35]([C:42]4[CH:47]=[CH:46][CH:45]=[CH:44][CH:43]=4)[O:36][C:37]=3[C:38]([F:41])([F:40])[F:39])=[O:32])=[CH:26][CH:25]=2)[CH2:20][CH2:19]1.C(N(CC)CC)C, predict the reaction product. The product is: [CH3:1][C:2]1([C:11]([OH:13])=[O:12])[CH2:3][CH2:4][CH:5]([C:8]([N:18]2[CH2:23][CH2:22][CH:21]([C:24]3[CH:25]=[CH:26][C:27]([NH:30][C:31]([C:33]4[N:34]=[C:35]([C:42]5[CH:47]=[CH:46][CH:45]=[CH:44][CH:43]=5)[O:36][C:37]=4[C:38]([F:39])([F:40])[F:41])=[O:32])=[CH:28][CH:29]=3)[CH2:20][CH2:19]2)=[O:10])[CH2:6][CH2:7]1.